Dataset: CYP3A4 inhibition data for predicting drug metabolism from PubChem BioAssay. Task: Regression/Classification. Given a drug SMILES string, predict its absorption, distribution, metabolism, or excretion properties. Task type varies by dataset: regression for continuous measurements (e.g., permeability, clearance, half-life) or binary classification for categorical outcomes (e.g., BBB penetration, CYP inhibition). Dataset: cyp3a4_veith. The drug is C#CCN1C(C)=C(C(=O)OC)[C@@H](c2cccc([N+](=O)[O-])c2)C(C(=O)OCC)=C1C. The result is 1 (inhibitor).